Dataset: Experimental lipophilicity measurements (octanol/water distribution) for 4,200 compounds from AstraZeneca. Task: Regression/Classification. Given a drug SMILES string, predict its absorption, distribution, metabolism, or excretion properties. Task type varies by dataset: regression for continuous measurements (e.g., permeability, clearance, half-life) or binary classification for categorical outcomes (e.g., BBB penetration, CYP inhibition). For this dataset (lipophilicity_astrazeneca), we predict Y. (1) The drug is COc1cc2cc(-c3ccc(O)cc3O)nc(C)c2cc1OC. The Y is 3.90 logD. (2) The molecule is CC(=O)Nc1ccc(S(=O)(=O)Nc2ccccn2)cc1. The Y is 0.240 logD. (3) The compound is CC(=O)N(c1ccccc1)C1CC(C)N(S(=O)(=O)c2ccccc2)c2ccccc21. The Y is 3.68 logD. (4) The molecule is CSc1nc(-c2ccccc2)nn1Cc1ccccc1. The Y is 3.83 logD. (5) The compound is Cc1cc(=O)[nH]c2sc(C(=O)c3ccc(Br)cc3)c(N)c12. The Y is 2.57 logD. (6) The compound is COc1ccccc1CCNCc1cccc(CCNC[C@H](O)c2ccc(O)c3[nH]c(=O)sc23)c1. The Y is 0.820 logD.